Task: Regression. Given a peptide amino acid sequence and an MHC pseudo amino acid sequence, predict their binding affinity value. This is MHC class II binding data.. Dataset: Peptide-MHC class II binding affinity with 134,281 pairs from IEDB The peptide sequence is VVFPASFFIKLPIILA. The MHC is DRB1_0301 with pseudo-sequence DRB1_0301. The binding affinity (normalized) is 0.